Dataset: Forward reaction prediction with 1.9M reactions from USPTO patents (1976-2016). Task: Predict the product of the given reaction. (1) Given the reactants [NH2:1][C:2]1[C:7]([C:8]([C:10]2[C:15]([O:16][CH3:17])=[CH:14][CH:13]=[C:12]([F:18])[C:11]=2[F:19])=[O:9])=[CH:6][N:5]=[C:4]([NH:20][CH:21]2[CH2:26][CH2:25][N:24]([S:27]([CH2:30][CH2:31][CH2:32]Cl)(=[O:29])=[O:28])[CH2:23][CH2:22]2)[N:3]=1.[NH2:34][C@@H:35]([CH2:38][CH3:39])[CH2:36][OH:37], predict the reaction product. The product is: [NH2:1][C:2]1[C:7]([C:8]([C:10]2[C:15]([O:16][CH3:17])=[CH:14][CH:13]=[C:12]([F:18])[C:11]=2[F:19])=[O:9])=[CH:6][N:5]=[C:4]([NH:20][CH:21]2[CH2:26][CH2:25][N:24]([S:27]([CH2:30][CH2:31][CH2:32][NH:34][C@H:35]([CH2:36][OH:37])[CH2:38][CH3:39])(=[O:29])=[O:28])[CH2:23][CH2:22]2)[N:3]=1. (2) Given the reactants [CH3:1][C:2]1[CH:3]=[C:4]([CH:8]=[C:9]([C:11]([N:13]2[CH2:17][CH2:16][CH2:15][C@@H:14]2[C:18]2[S:19][CH:20]=[C:21]([CH3:23])[N:22]=2)=[O:12])[CH:10]=1)[C:5](O)=[O:6].CCN=C=NCCCN(C)C.C1C=CC2N(O)N=NC=2C=1.[NH2:45][C@@H:46]([CH2:62][C:63]1[CH:68]=[CH:67][CH:66]=[CH:65][CH:64]=1)[C@H:47]([OH:61])[CH2:48][NH:49][CH2:50][C:51]1[CH:56]=[CH:55][CH:54]=[C:53]([C:57]([F:60])([F:59])[F:58])[CH:52]=1.CCN(C(C)C)C(C)C.O1C2C=CC=CC=2C=C1CNC(=O)OC(C)(C)C, predict the reaction product. The product is: [OH:61][C@H:47]([CH2:48][NH:49][CH2:50][C:51]1[CH:56]=[CH:55][CH:54]=[C:53]([C:57]([F:58])([F:59])[F:60])[CH:52]=1)[C@@H:46]([NH:45][C:5](=[O:6])[C:4]1[CH:8]=[C:9]([C:11]([N:13]2[CH2:17][CH2:16][CH2:15][C@@H:14]2[C:18]2[S:19][CH:20]=[C:21]([CH3:23])[N:22]=2)=[O:12])[CH:10]=[C:2]([CH3:1])[CH:3]=1)[CH2:62][C:63]1[CH:68]=[CH:67][CH:66]=[CH:65][CH:64]=1. (3) Given the reactants [CH2:1]([C:3]1[C:4]2[CH:5]=[CH:6][C:7]([O:26][CH3:27])=[C:8]([O:24][CH3:25])[C:9]=2[CH2:10][NH+:11]2[CH2:20][CH2:19][C:18]3[C:13](=[CH:14][C:15]4[O:23][CH2:22][O:21][C:16]=4[CH:17]=3)[C:12]=12)[CH3:2].[I-].[C:29]([Mg]Br)([CH3:31])=[CH2:30].O1CCCC1, predict the reaction product. The product is: [CH2:1]([C:3]1[C:4]2[CH:5]=[CH:6][C:7]([O:26][CH3:27])=[C:8]([O:24][CH3:25])[C:9]=2[CH:10]([C:29]([CH3:31])=[CH2:30])[N:11]2[CH2:20][CH2:19][C:18]3[C:13](=[CH:14][C:15]4[O:23][CH2:22][O:21][C:16]=4[CH:17]=3)[C:12]=12)[CH3:2]. (4) Given the reactants [Br:1][C:2]1[CH:3]=[C:4]([NH:8][C:9]2[C:10]3[S:17][C:16]4[C:18]([N+:22]([O-])=O)=[CH:19][CH:20]=[CH:21][C:15]=4[C:11]=3[N:12]=[CH:13][N:14]=2)[CH:5]=[CH:6][CH:7]=1, predict the reaction product. The product is: [NH2:22][C:18]1[C:16]2[S:17][C:10]3[C:9]([NH:8][C:4]4[CH:5]=[CH:6][CH:7]=[C:2]([Br:1])[CH:3]=4)=[N:14][CH:13]=[N:12][C:11]=3[C:15]=2[CH:21]=[CH:20][CH:19]=1.